From a dataset of Full USPTO retrosynthesis dataset with 1.9M reactions from patents (1976-2016). Predict the reactants needed to synthesize the given product. (1) Given the product [NH2:38][C:39]1[N:44]=[C:43]([Cl:45])[C:42]2[CH2:46][C:47](=[O:49])[N:52]([CH2:53][C:54]3[C:59]([Cl:60])=[CH:58][C:57]([C:61]([F:63])([F:62])[F:64])=[CH:56][N:55]=3)[C:41]=2[N:40]=1, predict the reactants needed to synthesize it. The reactants are: NC1N=C(Cl)C(CC(OCC)=O)=C(Cl)N=1.ClC1C(CN)=NC=C(C(F)(F)F)C=1.CCN(C(C)C)C(C)C.[NH2:38][C:39]1[N:44]=[C:43]([Cl:45])[C:42]([CH2:46][C:47]([O:49]CC)=O)=[C:41]([NH:52][CH2:53][C:54]2[C:59]([Cl:60])=[CH:58][C:57]([C:61]([F:64])([F:63])[F:62])=[CH:56][N:55]=2)[N:40]=1.CC1C=CC(S(O)(=O)=O)=CC=1. (2) Given the product [CH3:11][C:12]1[O:9][C:1](=[O:10])[C:2]2[CH:8]=[CH:7][CH:6]=[CH:5][C:3]=2[N:4]=1, predict the reactants needed to synthesize it. The reactants are: [C:1]([OH:10])(=[O:9])[C:2]1[C:3](=[CH:5][CH:6]=[CH:7][CH:8]=1)[NH2:4].[C:11](OC(=O)C)(=O)[CH3:12].C(=O)(O)[O-].[Na+]. (3) Given the product [Br:1][C:2]1[C:3]([O:13][CH2:20][CH3:21])=[CH:4][C:5]([C:6]([O:8][CH3:9])=[O:7])=[CH:10][C:11]=1[O:28][CH2:27][CH3:14], predict the reactants needed to synthesize it. The reactants are: [Br:1][C:2]1[C:11](O)=[CH:10][C:5]([C:6]([O:8][CH3:9])=[O:7])=[CH:4][C:3]=1[OH:13].[C:14](=O)([O-])[O-].[K+].[K+].[CH2:20](I)[CH3:21].O.CN([CH:27]=[O:28])C.